From a dataset of Catalyst prediction with 721,799 reactions and 888 catalyst types from USPTO. Predict which catalyst facilitates the given reaction. (1) Reactant: [F:1][C:2]1[CH:3]=[C:4]([C:12]2[C:13]3[O:20][C:19](/[CH:21]=[C:22]4/[C:23](=[O:28])[NH:24][C:25](=[S:27])[S:26]/4)=[CH:18][C:14]=3[CH:15]=[N:16][CH:17]=2)[CH:5]=[CH:6][C:7]=1[O:8][CH:9]([CH3:11])[CH3:10].IC.[CH:31](N(C(C)C)CC)(C)C. Product: [F:1][C:2]1[CH:3]=[C:4]([C:12]2[C:13]3[O:20][C:19](/[CH:21]=[C:22]4/[C:23](=[O:28])[N:24]=[C:25]([S:27][CH3:31])[S:26]/4)=[CH:18][C:14]=3[CH:15]=[N:16][CH:17]=2)[CH:5]=[CH:6][C:7]=1[O:8][CH:9]([CH3:10])[CH3:11]. The catalyst class is: 83. (2) Reactant: [CH2:1]([O:3][C:4]([C:6]1[C:15](=[O:16])[C:14]2[C:9](=[CH:10][C:11]([Cl:18])=[C:12]([F:17])[CH:13]=2)[NH:8][CH:7]=1)=[O:5])[CH3:2].[I:19][CH2:20][CH2:21][CH2:22][CH2:23]I.C(=O)([O-])[O-].[K+].[K+]. Product: [CH2:1]([O:3][C:4]([C:6]1[C:15](=[O:16])[C:14]2[C:9](=[CH:10][C:11]([Cl:18])=[C:12]([F:17])[CH:13]=2)[N:8]([CH2:23][CH2:22][CH2:21][CH2:20][I:19])[CH:7]=1)=[O:5])[CH3:2]. The catalyst class is: 689.